From a dataset of Full USPTO retrosynthesis dataset with 1.9M reactions from patents (1976-2016). Predict the reactants needed to synthesize the given product. (1) Given the product [F:31][CH:26]([CH2:25][CH:20]([CH2:19][P:9]([OH:10])([OH:11])=[O:8])[C:21]([OH:23])=[O:22])[C:27]([OH:29])=[O:28], predict the reactants needed to synthesize it. The reactants are: C([O:8][P:9]([CH2:19][CH:20]([CH2:25][CH:26]([F:31])[C:27]([O:29]C)=[O:28])[C:21]([O:23]C)=[O:22])([O:11]CC1C=CC=CC=1)=[O:10])C1C=CC=CC=1. (2) Given the product [Cl:1][C:2]1[CH:7]=[CH:6][C:5]([C:8]2[CH:13]=[C:12]([O:14][CH3:15])[C:11]([N:16]3[C:25]4[C:20](=[CH:21][C:22]([S:26]([NH:51][C:48]5[CH:49]=[CH:50][O:46][N:47]=5)(=[O:27])=[O:28])=[CH:23][CH:24]=4)[CH:19]=[C:18]([O:41][CH3:42])[C:17]3=[O:43])=[CH:10][C:9]=2[F:44])=[CH:4][C:3]=1[CH3:45], predict the reactants needed to synthesize it. The reactants are: [Cl:1][C:2]1[CH:7]=[CH:6][C:5]([C:8]2[CH:13]=[C:12]([O:14][CH3:15])[C:11]([N:16]3[C:25]4[C:20](=[CH:21][C:22]([S:26](OC5C(F)=C(F)C(F)=C(F)C=5F)(=[O:28])=[O:27])=[CH:23][CH:24]=4)[CH:19]=[C:18]([O:41][CH3:42])[C:17]3=[O:43])=[CH:10][C:9]=2[F:44])=[CH:4][C:3]=1[CH3:45].[O:46]1[CH:50]=[CH:49][C:48]([NH2:51])=[N:47]1.[Li+].C[Si]([N-][Si](C)(C)C)(C)C.Cl. (3) The reactants are: [CH3:1][CH:2]1[C:7]2[N:8]=[C:9](S(C)(=O)=O)[N:10]=[CH:11][C:6]=2[CH2:5][N:4]([C:16]([O:18][C:19]([CH3:22])([CH3:21])[CH3:20])=[O:17])[CH2:3]1.[NH:23]1[CH2:27][CH2:26][CH2:25][CH2:24]1. Given the product [CH3:1][CH:2]1[C:7]2[N:8]=[C:9]([N:23]3[CH2:27][CH2:26][CH2:25][CH2:24]3)[N:10]=[CH:11][C:6]=2[CH2:5][N:4]([C:16]([O:18][C:19]([CH3:22])([CH3:21])[CH3:20])=[O:17])[CH2:3]1, predict the reactants needed to synthesize it. (4) Given the product [CH3:1][C:2]1[CH:7]=[CH:6][C:5]([NH:8][C:28](=[O:29])[C:27]2[CH:31]=[CH:32][CH:33]=[C:25]([O:24][C:23]([F:22])([F:34])[F:35])[CH:26]=2)=[CH:4][C:3]=1[NH:9][C:10]1[N:15]=[C:14]([C:16]2[CH:21]=[N:20][CH:19]=[CH:18][N:17]=2)[CH:13]=[CH:12][N:11]=1, predict the reactants needed to synthesize it. The reactants are: [CH3:1][C:2]1[CH:7]=[CH:6][C:5]([NH2:8])=[CH:4][C:3]=1[NH:9][C:10]1[N:15]=[C:14]([C:16]2[CH:21]=[N:20][CH:19]=[CH:18][N:17]=2)[CH:13]=[CH:12][N:11]=1.[F:22][C:23]([F:35])([F:34])[O:24][C:25]1[CH:26]=[C:27]([CH:31]=[CH:32][CH:33]=1)[C:28](O)=[O:29].F[P-](F)(F)(F)(F)F.N1(O[P+](N(C)C)(N(C)C)N(C)C)C2C=CC=CC=2N=N1.CCN(C(C)C)C(C)C. (5) Given the product [CH3:1][O:2][C:3](=[O:12])[C:4]1[CH:9]=[CH:8][C:7]([CH2:10][NH:21][C:20]2[CH:22]=[CH:23][C:17]([C:13]([CH3:16])([CH3:15])[CH3:14])=[CH:18][CH:19]=2)=[CH:6][CH:5]=1, predict the reactants needed to synthesize it. The reactants are: [CH3:1][O:2][C:3](=[O:12])[C:4]1[CH:9]=[CH:8][C:7]([CH:10]=O)=[CH:6][CH:5]=1.[C:13]([C:17]1[CH:23]=[CH:22][C:20]([NH2:21])=[CH:19][CH:18]=1)([CH3:16])([CH3:15])[CH3:14].C(O)(C(F)(F)F)=O.C([BH3-])#N.[Na+]. (6) Given the product [C:1]([O:4][C@H:5]1[C@@H:6]2[O:21][C:22]([CH3:27])([CH3:23])[O:20][C@:7]32[C@@H:12]([C@H:11]([C:16]([CH3:18])=[CH2:17])[CH2:10][CH2:9][C@@H:8]3[CH3:19])[CH:13]=[C:14]1[CH3:15])(=[O:3])[CH3:2], predict the reactants needed to synthesize it. The reactants are: [C:1]([O:4][C@@H:5]1[C:14]([CH3:15])=[CH:13][C@H:12]2[C@@:7]([OH:20])([C@@H:8]([CH3:19])[CH2:9][CH2:10][C@H:11]2[C:16]([CH3:18])=[CH2:17])[C@H:6]1[OH:21])(=[O:3])[CH3:2].[C:22]1(C)[CH:27]=CC(S(O)(=O)=O)=C[CH:23]=1. (7) Given the product [Cl:19][C:20]1[C:21]([C:27]([N:29]2[CH2:30][CH2:31][N:32]([CH3:35])[CH2:33][CH2:34]2)=[O:28])=[N:22][CH:23]=[C:24]([NH:8][C:5]2[N:4]=[C:3]([C:9]3[N:10]([CH3:18])[C:11]([C:14]([F:17])([F:15])[F:16])=[N:12][CH:13]=3)[C:2]([F:1])=[CH:7][N:6]=2)[CH:25]=1, predict the reactants needed to synthesize it. The reactants are: [F:1][C:2]1[C:3]([C:9]2[N:10]([CH3:18])[C:11]([C:14]([F:17])([F:16])[F:15])=[N:12][CH:13]=2)=[N:4][C:5]([NH2:8])=[N:6][CH:7]=1.[Cl:19][C:20]1[C:21]([C:27]([N:29]2[CH2:34][CH2:33][N:32]([CH3:35])[CH2:31][CH2:30]2)=[O:28])=[N:22][CH:23]=[C:24](Cl)[CH:25]=1.C([O-])([O-])=O.[Cs+].[Cs+].CC(C1C=C(C(C)C)C(C2C=CC=CC=2P(C2CCCCC2)C2CCCCC2)=C(C(C)C)C=1)C. (8) Given the product [Br:1][C:2]1[N:7]=[C:6]2[N:8]([CH2:14][C:15]3[C:20]([F:21])=[CH:19][CH:18]=[C:17]([F:22])[C:16]=3[Cl:23])[CH2:9][CH2:10][NH:11][C:5]2=[N:4][CH:3]=1, predict the reactants needed to synthesize it. The reactants are: [Br:1][C:2]1[N:7]=[C:6]2[N:8]([CH2:14][C:15]3[C:20]([F:21])=[CH:19][CH:18]=[C:17]([F:22])[C:16]=3[Cl:23])[C:9](=O)[C:10](=O)[NH:11][C:5]2=[N:4][CH:3]=1.S(C)C. (9) Given the product [NH2:6][C:5]1[CH:7]=[CH:8][C:9]([C:11]([OH:13])=[O:12])=[CH:10][C:4]=1[SH:3], predict the reactants needed to synthesize it. The reactants are: NC1[S:3][C:4]2[CH:10]=[C:9]([C:11]([OH:13])=[O:12])[CH:8]=[CH:7][C:5]=2[N:6]=1.Cl.